Dataset: Forward reaction prediction with 1.9M reactions from USPTO patents (1976-2016). Task: Predict the product of the given reaction. (1) Given the reactants [N:1]12[CH2:8][CH2:7][CH:4]([CH2:5][CH2:6]1)[C@@H:3]([NH:9][C:10]([C:12]1[O:13][C:14]3[C:20]([C:21]4[CH:26]=[CH:25][CH:24]=[CH:23][C:22]=4[O:27][CH3:28])=[CH:19][CH:18]=[CH:17][C:15]=3[CH:16]=1)=[O:11])[CH2:2]2.[C:29]([OH:32])(=[O:31])[CH3:30], predict the reaction product. The product is: [C:29]([OH:32])(=[O:31])[CH3:30].[N:1]12[CH2:6][CH2:5][CH:4]([CH2:7][CH2:8]1)[C@@H:3]([NH:9][C:10]([C:12]1[O:13][C:14]3[C:20]([C:21]4[CH:26]=[CH:25][CH:24]=[CH:23][C:22]=4[O:27][CH3:28])=[CH:19][CH:18]=[CH:17][C:15]=3[CH:16]=1)=[O:11])[CH2:2]2. (2) Given the reactants S(Cl)([Cl:3])=O.[OH:5][C:6]1[C:11](=[O:12])[C:10]([CH:13](O)[C:14]([F:17])([F:16])[F:15])=[CH:9][N:8]([CH3:19])[C:7]=1[CH3:20].C(#N)C.CO, predict the reaction product. The product is: [ClH:3].[Cl:3][CH:13]([C:10]1[C:11](=[O:12])[C:6]([OH:5])=[C:7]([CH3:20])[N:8]([CH3:19])[CH:9]=1)[C:14]([F:17])([F:16])[F:15]. (3) Given the reactants [CH3:1][N:2]1[CH2:14][CH2:13][C:12]2[C:11]3[C:6](=[CH:7][CH:8]=[C:9]([CH3:15])[CH:10]=3)[NH:5][C:4]=2[CH2:3]1.[H-].[Na+].[CH3:18][C:19]1([C:22]2[CH:27]=[CH:26][CH:25]=[CH:24][N:23]=2)[CH2:21][O:20]1, predict the reaction product. The product is: [CH3:1][N:2]1[CH2:14][CH2:13][C:12]2[C:11]3[C:6](=[CH:7][CH:8]=[C:9]([CH3:15])[CH:10]=3)[N:5]([CH2:18][C:19]([C:22]3[CH:27]=[CH:26][CH:25]=[CH:24][N:23]=3)([OH:20])[CH3:21])[C:4]=2[CH2:3]1. (4) Given the reactants Cl.[N:2]1([CH2:8][CH2:9][C:10]2[CH:19]=[CH:18][C:13]3[C:14](=[O:17])[O:15][CH2:16][C:12]=3[CH:11]=2)[CH2:7][CH2:6][NH:5][CH2:4][CH2:3]1.[N:20]1([C:25]2[N:30]=[CH:29][C:28]([CH2:31][CH:32]=O)=[CH:27][CH:26]=2)[CH:24]=[N:23][N:22]=[N:21]1, predict the reaction product. The product is: [N:20]1([C:25]2[N:30]=[CH:29][C:28]([CH2:31][CH2:32][N:5]3[CH2:6][CH2:7][N:2]([CH2:8][CH2:9][C:10]4[CH:11]=[C:12]5[C:13](=[CH:18][CH:19]=4)[C:14](=[O:17])[O:15][CH2:16]5)[CH2:3][CH2:4]3)=[CH:27][CH:26]=2)[CH:24]=[N:23][N:22]=[N:21]1. (5) Given the reactants [F:1][C:2]([F:18])([F:17])[O:3][C:4]1[CH:5]=[C:6]([CH2:10][CH2:11][C:12]([O:14]CC)=[O:13])[CH:7]=[CH:8][CH:9]=1.[OH-].[Li+], predict the reaction product. The product is: [F:1][C:2]([F:17])([F:18])[O:3][C:4]1[CH:5]=[C:6]([CH2:10][CH2:11][C:12]([OH:14])=[O:13])[CH:7]=[CH:8][CH:9]=1. (6) The product is: [CH3:1][O:2][C:3]1[CH:11]=[CH:10][C:6]([C:7]([O:9][CH2:17][CH3:18])=[O:8])=[C:5]([CH3:12])[CH:4]=1. Given the reactants [CH3:1][O:2][C:3]1[CH:11]=[CH:10][C:6]([C:7]([OH:9])=[O:8])=[C:5]([CH3:12])[CH:4]=1.S(Cl)(Cl)=O.[CH2:17](O)[CH3:18], predict the reaction product. (7) Given the reactants [C:1]([O:5][C:6](=[O:24])[NH:7][C:8]1[C:13]([O:14][CH2:15][C:16]2[CH:21]=[CH:20][CH:19]=[C:18]([Cl:22])[CH:17]=2)=[N:12][C:11](Br)=[CH:10][N:9]=1)([CH3:4])([CH3:3])[CH3:2].[CH3:25][C:26]([CH3:29])([O-:28])[CH3:27].[Na+].C1C=CC(P(C2C(C3C(P(C4C=CC=[CH:75][CH:76]=4)C4C=CC=CC=4)=CC=C4C=3C=CC=C4)=C3C(C=CC=C3)=CC=2)C2C=CC=CC=2)=CC=1, predict the reaction product. The product is: [C:26]([O:28][C:6]([N:7]1[CH2:76][CH2:75][N:12]([C:11]2[CH:10]=[N:9][C:8]([NH:7][C:6]([O:5][C:1]([CH3:4])([CH3:3])[CH3:2])=[O:24])=[C:13]([O:14][CH2:15][C:16]3[CH:21]=[CH:20][CH:19]=[C:18]([Cl:22])[CH:17]=3)[N:12]=2)[CH2:13][CH2:8]1)=[O:5])([CH3:29])([CH3:27])[CH3:25]. (8) The product is: [Br:1][C:2]1[CH:11]=[CH:10][C:9]2[C:8]3[CH:15]=[CH:14][CH:13]=[N:16][C:7]=3[CH2:6][CH2:5][C:4]=2[CH:3]=1. Given the reactants [Br:1][C:2]1[CH:3]=[C:4]2[C:9](=[CH:10][CH:11]=1)[CH2:8][C:7](=O)[CH2:6][CH2:5]2.[CH2:13]([NH2:16])[C:14]#[CH:15], predict the reaction product. (9) Given the reactants [CH2:1]([N:8]1[CH2:13][CH2:12][CH:11]([NH:14][C:15]2[CH:20]=[CH:19][C:18]([Cl:21])=[CH:17][CH:16]=2)[CH2:10][CH2:9]1)[C:2]1[CH:7]=[CH:6][CH:5]=[CH:4][CH:3]=1.[C:22](O[C:22](=[O:25])[CH2:23][CH3:24])(=[O:25])[CH2:23][CH3:24], predict the reaction product. The product is: [CH2:1]([N:8]1[CH2:13][CH2:12][CH:11]([N:14]([C:15]2[CH:16]=[CH:17][C:18]([Cl:21])=[CH:19][CH:20]=2)[C:22](=[O:25])[CH2:23][CH3:24])[CH2:10][CH2:9]1)[C:2]1[CH:3]=[CH:4][CH:5]=[CH:6][CH:7]=1. (10) The product is: [CH2:61]([N:56]([CH2:57][CH2:58][CH2:59][CH3:60])[C:54]([C:49]1[C:50]([Cl:53])=[C:51]([CH3:52])[N:47]([C:26]2[CH:27]=[CH:28][C:29]([C:31](=[O:46])[NH:32][S:33]([C:36]3[CH:45]=[CH:44][C:43]4[C:38](=[CH:39][CH:40]=[CH:41][CH:42]=4)[CH:37]=3)(=[O:34])=[O:35])=[CH:30][C:25]=2[C:23]([N:14]2[C@H:13]([CH2:12][O:11][CH2:10][CH2:9][OH:8])[CH2:22][C:21]3[C:16](=[CH:17][CH:18]=[CH:19][CH:20]=3)[CH2:15]2)=[O:24])[N:48]=1)=[O:55])[CH2:62][CH2:63][CH3:64]. Given the reactants C([O:8][CH2:9][CH2:10][O:11][CH2:12][C@@H:13]1[CH2:22][C:21]2[C:16](=[CH:17][CH:18]=[CH:19][CH:20]=2)[CH2:15][N:14]1[C:23]([C:25]1[CH:30]=[C:29]([C:31](=[O:46])[NH:32][S:33]([C:36]2[CH:45]=[CH:44][C:43]3[C:38](=[CH:39][CH:40]=[CH:41][CH:42]=3)[CH:37]=2)(=[O:35])=[O:34])[CH:28]=[CH:27][C:26]=1[N:47]1[C:51]([CH3:52])=[C:50]([Cl:53])[C:49]([C:54]([N:56]([CH2:61][CH2:62][CH2:63][CH3:64])[CH2:57][CH2:58][CH2:59][CH3:60])=[O:55])=[N:48]1)=[O:24])C1C=CC=CC=1.B(Cl)(Cl)Cl, predict the reaction product.